This data is from Full USPTO retrosynthesis dataset with 1.9M reactions from patents (1976-2016). The task is: Predict the reactants needed to synthesize the given product. (1) Given the product [OH:38][CH2:37][CH2:36][O:35][C:32]1[CH:33]=[CH:34][C:29]([C:16]2([C:13]3[CH:12]=[CH:11][C:10]([O:9][CH2:8][CH2:7][OH:6])=[CH:15][CH:14]=3)[C:17]3[CH:18]=[CH:19][CH:20]=[CH:21][C:22]=3[C:23]3[C:28]2=[CH:27][CH:26]=[CH:25][CH:24]=3)=[CH:30][CH:31]=1.[C:39]1(=[O:52])[C:51]2[C:43]([C:44]3[C:49]([CH:50]=2)=[CH:48][CH:47]=[CH:46][CH:45]=3)=[CH:42][CH:41]=[CH:40]1.[O:9]([CH2:8][CH2:7][OH:6])[C:10]1[CH:15]=[CH:14][CH:13]=[CH:12][CH:11]=1, predict the reactants needed to synthesize it. The reactants are: S(=O)(=O)(O)O.[OH:6][CH2:7][CH2:8][O:9][C:10]1[CH:15]=[CH:14][C:13]([C:16]2([C:29]3[CH:34]=[CH:33][C:32]([O:35][CH2:36][CH2:37][OH:38])=[CH:31][CH:30]=3)[C:28]3[CH:27]=[CH:26][CH:25]=[CH:24][C:23]=3[C:22]3[C:17]2=[CH:18][CH:19]=[CH:20][CH:21]=3)=[CH:12][CH:11]=1.[C:39]1(=[O:52])[C:51]2[C:43]([C:44]3[C:49]([CH:50]=2)=[CH:48][CH:47]=[CH:46][CH:45]=3)=[CH:42][CH:41]=[CH:40]1.O(C(O)C)C1C=CC=CC=1. (2) Given the product [ClH:1].[NH:19]1[C:20]2[CH:33]=[CH:32][CH:31]=[CH:30][C:21]=2[N:22]=[C:18]1[CH2:17][NH:16][C:14]1[C:13]([C:34]2[CH:39]=[C:38]([C:40]([O:42][CH2:43][CH3:44])=[O:41])[CH:37]=[N:36][CH:35]=2)=[CH:12][N:11]=[C:10]([NH:9][C:4]2[CH:5]=[CH:6][C:7]([F:8])=[C:2]([Cl:1])[CH:3]=2)[N:15]=1, predict the reactants needed to synthesize it. The reactants are: [Cl:1][C:2]1[CH:3]=[C:4]([NH:9][C:10]2[N:15]=[C:14]([NH:16][CH2:17][C:18]3[N:22](C(OC(C)(C)C)=O)[C:21]4[CH:30]=[CH:31][CH:32]=[CH:33][C:20]=4[N:19]=3)[C:13]([C:34]3[CH:35]=[N:36][CH:37]=[C:38]([C:40]([O:42][CH2:43][CH3:44])=[O:41])[CH:39]=3)=[CH:12][N:11]=2)[CH:5]=[CH:6][C:7]=1[F:8].Cl. (3) The reactants are: [NH2:1][C:2]1[C:3]([C:7]2[N:11]([C:12]3[CH:17]=[CH:16][C:15]([F:18])=[C:14]([Br:19])[CH:13]=3)[C:10](=[O:20])[O:9][N:8]=2)=[N:4][O:5][N:6]=1.CS(O)(=O)=O.C([SiH](CC)CC)C.CO[CH:35](OC)[CH2:36][NH:37][S:38]([NH:41][C:42](=[O:58])[O:43][CH2:44][CH:45]1[C:57]2[CH:56]=[CH:55][CH:54]=[CH:53][C:52]=2[C:51]2[C:46]1=[CH:47][CH:48]=[CH:49][CH:50]=2)(=[O:40])=[O:39]. Given the product [Br:19][C:14]1[CH:13]=[C:12]([N:11]2[C:10](=[O:20])[O:9][N:8]=[C:7]2[C:3]2[C:2]([NH:1][CH2:35][CH2:36][NH:37][S:38]([NH:41][C:42](=[O:58])[O:43][CH2:44][CH:45]3[C:46]4[CH:47]=[CH:48][CH:49]=[CH:50][C:51]=4[C:52]4[C:57]3=[CH:56][CH:55]=[CH:54][CH:53]=4)(=[O:39])=[O:40])=[N:6][O:5][N:4]=2)[CH:17]=[CH:16][C:15]=1[F:18], predict the reactants needed to synthesize it. (4) Given the product [CH2:1]([C:3]1[O:4][C:5]([C:8]2[CH:9]=[CH:10][C:11]([NH:14][C:15]3[S:16][C:27]4[CH2:28][CH2:29][CH2:30][CH:25]([C:21]5[CH:22]=[CH:23][CH:24]=[CH:19][CH:20]=5)[C:26]=4[N:17]=3)=[CH:12][CH:13]=2)=[CH:6][N:7]=1)[CH3:2], predict the reactants needed to synthesize it. The reactants are: [CH2:1]([C:3]1[O:4][C:5]([C:8]2[CH:13]=[CH:12][C:11]([NH:14][C:15]([NH2:17])=[S:16])=[CH:10][CH:9]=2)=[CH:6][N:7]=1)[CH3:2].Br[CH:19]1[CH2:24][CH2:23][CH2:22][CH:21]([C:25]2[CH:30]=[CH:29][CH:28]=[CH:27][CH:26]=2)[C:20]1=O. (5) Given the product [NH2:1][C:2]1[C:3]2[N:4]([C:8]([C@@H:26]3[CH2:30][CH2:29][CH2:28][N:27]3[C:38]([C:36]3[CH:35]=[CH:34][N:33]=[C:32]([Cl:31])[N:37]=3)=[O:39])=[N:9][C:10]=2[C:11]2[CH:25]=[CH:24][C:14]([C:15]([NH:17][C:18]3[CH:23]=[CH:22][CH:21]=[CH:20][N:19]=3)=[O:16])=[CH:13][CH:12]=2)[CH:5]=[CH:6][N:7]=1, predict the reactants needed to synthesize it. The reactants are: [NH2:1][C:2]1[C:3]2[N:4]([C:8]([C@@H:26]3[CH2:30][CH2:29][CH2:28][NH:27]3)=[N:9][C:10]=2[C:11]2[CH:25]=[CH:24][C:14]([C:15]([NH:17][C:18]3[CH:23]=[CH:22][CH:21]=[CH:20][N:19]=3)=[O:16])=[CH:13][CH:12]=2)[CH:5]=[CH:6][N:7]=1.[Cl:31][C:32]1[N:37]=[C:36]([C:38](O)=[O:39])[CH:35]=[CH:34][N:33]=1. (6) Given the product [Cl:15][C:4]1[C:5]2[NH:10][C:9]([CH3:11])=[CH:8][C:6]=2[N:7]=[C:2]([CH3:1])[N:3]=1, predict the reactants needed to synthesize it. The reactants are: [CH3:1][C:2]1[NH:3][C:4](=O)[C:5]2[NH:10][C:9]([CH3:11])=[CH:8][C:6]=2[N:7]=1.O=P(Cl)(Cl)[Cl:15]. (7) Given the product [Br:1][CH:2]1[CH:7]([Br:8])[CH2:6][CH:15]([OH:16])[CH:14]([OH:13])[CH2:3]1, predict the reactants needed to synthesize it. The reactants are: [Br:1][CH:2]1[CH:7]([Br:8])[CH2:6]C=C[CH2:3]1.CN1[CH2:15][CH2:14][O:13]CC1.[OH:16]S([O-])=O.[Na+].[O-][Si]([O-])=O.[Mg+2].